This data is from Reaction yield outcomes from USPTO patents with 853,638 reactions. The task is: Predict the reaction yield, written as a fraction of the theoretical maximum amount of product (1.0 means a 100% yield; for example, 0.34 means a 34% yield). The product is [O:1]1[C:5]2[CH:6]=[CH:7][C:8]([CH2:10][NH:11][C:4](=[O:3])[C:5]([NH:20][CH2:19][CH2:18][C:13]3[CH:14]=[CH:15][CH:16]=[CH:17][N:12]=3)=[O:1])=[CH:9][C:4]=2[O:3][CH2:2]1. The yield is 0.350. The reactants are [O:1]1[C:5]2[CH:6]=[CH:7][C:8]([CH2:10][NH2:11])=[CH:9][C:4]=2[O:3][CH2:2]1.[N:12]1[CH:17]=[CH:16][CH:15]=[CH:14][C:13]=1[CH2:18][CH2:19][NH2:20]. No catalyst specified.